Dataset: Catalyst prediction with 721,799 reactions and 888 catalyst types from USPTO. Task: Predict which catalyst facilitates the given reaction. (1) Reactant: C[O:2][C:3](=[O:16])[C:4]1[CH:9]=[C:8]([N+:10]([O-:12])=[O:11])[C:7]([CH3:13])=[C:6]([O:14][CH3:15])[CH:5]=1.[OH-].[Li+].Cl. Product: [CH3:15][O:14][C:6]1[CH:5]=[C:4]([CH:9]=[C:8]([N+:10]([O-:12])=[O:11])[C:7]=1[CH3:13])[C:3]([OH:16])=[O:2]. The catalyst class is: 24. (2) Reactant: CCN(C(C)C)C(C)C.[CH:10]1([C:13](Cl)=[O:14])[CH2:12][CH2:11]1.Cl.[NH2:17][CH2:18][C:19]1[CH:24]=[CH:23][C:22]([C:25]([N:27]2[CH2:36][C:35]3[CH:34]=[N:33][N:32]([CH3:37])[C:31]=3[NH:30][C:29]3[CH:38]=[C:39]([CH3:42])[CH:40]=[CH:41][C:28]2=3)=[O:26])=[CH:21][C:20]=1[F:43]. Product: [CH3:37][N:32]1[C:31]2[NH:30][C:29]3[CH:38]=[C:39]([CH3:42])[CH:40]=[CH:41][C:28]=3[N:27]([C:25]([C:22]3[CH:23]=[CH:24][C:19]([CH2:18][NH:17][C:13]([CH:10]4[CH2:12][CH2:11]4)=[O:14])=[C:20]([F:43])[CH:21]=3)=[O:26])[CH2:36][C:35]=2[CH:34]=[N:33]1. The catalyst class is: 4. (3) Reactant: [NH:1]1[C:5]2[CH:6]=[CH:7][C:8]([CH2:10][N:11]([CH2:19][CH2:20][N:21]3[C:30]4[C:25]([C:26](=[O:32])[NH:27][C:28](=[O:31])[N:29]=4)=[N:24][C:23]4[CH:33]=[C:34]([CH3:38])[C:35]([CH3:37])=[CH:36][C:22]3=4)C(=O)OC(C)(C)C)=[CH:9][C:4]=2[N:3]=[CH:2]1.[C:39]([OH:45])([C:41]([F:44])([F:43])[F:42])=[O:40]. Product: [F:42][C:41]([F:44])([F:43])[C:39]([OH:45])=[O:40].[NH:1]1[C:5]2[CH:6]=[CH:7][C:8]([CH2:10][NH:11][CH2:19][CH2:20][N:21]3[C:30]4[C:25]([C:26](=[O:32])[NH:27][C:28](=[O:31])[N:29]=4)=[N:24][C:23]4[CH:33]=[C:34]([CH3:38])[C:35]([CH3:37])=[CH:36][C:22]3=4)=[CH:9][C:4]=2[N:3]=[CH:2]1. The catalyst class is: 2. (4) Reactant: [F:1][C:2]1[CH:11]=[CH:10][C:9]([N:12]2[CH2:17][CH2:16][C:15](=O)[CH2:14][CH2:13]2)=[C:8]2[C:3]=1[CH:4]=[CH:5][CH:6]=[N:7]2.[CH3:19][O:20][C:21]1[CH:22]=[C:23]2[C:28](=[C:29]([N:31]3[CH2:36][CH2:35][NH:34][CH2:33][CH2:32]3)[CH:30]=1)[N:27]=[CH:26][CH:25]=[CH:24]2.C([BH3-])#N.[Na+]. Product: [F:1][C:2]1[CH:11]=[CH:10][C:9]([N:12]2[CH2:17][CH2:16][CH:15]([N:34]3[CH2:35][CH2:36][N:31]([C:29]4[CH:30]=[C:21]([O:20][CH3:19])[CH:22]=[C:23]5[C:28]=4[N:27]=[CH:26][CH:25]=[CH:24]5)[CH2:32][CH2:33]3)[CH2:14][CH2:13]2)=[C:8]2[C:3]=1[CH:4]=[CH:5][CH:6]=[N:7]2. The catalyst class is: 5. (5) Product: [C:8]([N:33]1[CH2:34][CH2:35][C:36]2[N:37]=[C:29]([C:26]3[CH:25]=[CH:24][C:23]([O:22][C@H:20]4[CH2:19][C@H:18]([N:12]5[CH2:17][CH2:16][CH2:15][CH2:14][CH2:13]5)[CH2:21]4)=[CH:28][CH:27]=3)[S:30][C:31]=2[CH2:32]1)(=[O:10])[CH3:9]. The catalyst class is: 4. Reactant: C(N(CC)CC)C.[C:8](Cl)(=[O:10])[CH3:9].[N:12]1([C@H:18]2[CH2:21][C@H:20]([O:22][C:23]3[CH:28]=[CH:27][C:26]([C:29]4[S:30][C:31]5[CH2:32][NH:33][CH2:34][CH2:35][C:36]=5[N:37]=4)=[CH:25][CH:24]=3)[CH2:19]2)[CH2:17][CH2:16][CH2:15][CH2:14][CH2:13]1. (6) Reactant: C([O:4][CH2:5][C:6]1[C:11]([C:12]2[CH:17]=[C:16]([NH:18][C:19]3[CH:24]=[CH:23][C:22]([N:25]4[CH2:30][CH2:29][N:28]([CH:31]5[CH2:34][O:33][CH2:32]5)[CH2:27][C@@H:26]4[CH2:35][CH3:36])=[CH:21][N:20]=3)[C:15](=[O:37])[N:14]([CH3:38])[CH:13]=2)=[CH:10][C:9]([F:39])=[CH:8][C:7]=1[N:40]1[CH2:51][CH2:50][N:49]2[C:42](=[CH:43][C:44]3[CH2:45][C:46]([CH3:53])([CH3:52])[CH2:47][C:48]=32)[C:41]1=[O:54])(=O)C.[OH-].[Li+]. Product: [CH2:35]([C@H:26]1[CH2:27][N:28]([CH:31]2[CH2:32][O:33][CH2:34]2)[CH2:29][CH2:30][N:25]1[C:22]1[CH:23]=[CH:24][C:19]([NH:18][C:16]2[C:15](=[O:37])[N:14]([CH3:38])[CH:13]=[C:12]([C:11]3[C:6]([CH2:5][OH:4])=[C:7]([N:40]4[CH2:51][CH2:50][N:49]5[C:48]6[CH2:47][C:46]([CH3:53])([CH3:52])[CH2:45][C:44]=6[CH:43]=[C:42]5[C:41]4=[O:54])[CH:8]=[C:9]([F:39])[CH:10]=3)[CH:17]=2)=[N:20][CH:21]=1)[CH3:36]. The catalyst class is: 854.